Dataset: NCI-60 drug combinations with 297,098 pairs across 59 cell lines. Task: Regression. Given two drug SMILES strings and cell line genomic features, predict the synergy score measuring deviation from expected non-interaction effect. (1) Drug 1: C(=O)(N)NO. Drug 2: C(CCl)NC(=O)N(CCCl)N=O. Cell line: HT29. Synergy scores: CSS=5.66, Synergy_ZIP=-1.17, Synergy_Bliss=3.36, Synergy_Loewe=2.70, Synergy_HSA=2.85. (2) Drug 1: CNC(=O)C1=CC=CC=C1SC2=CC3=C(C=C2)C(=NN3)C=CC4=CC=CC=N4. Drug 2: COC1=NC(=NC2=C1N=CN2C3C(C(C(O3)CO)O)O)N. Cell line: SK-MEL-2. Synergy scores: CSS=-4.05, Synergy_ZIP=4.60, Synergy_Bliss=3.58, Synergy_Loewe=-1.33, Synergy_HSA=-0.663. (3) Drug 1: CN1CCC(CC1)COC2=C(C=C3C(=C2)N=CN=C3NC4=C(C=C(C=C4)Br)F)OC. Drug 2: CNC(=O)C1=CC=CC=C1SC2=CC3=C(C=C2)C(=NN3)C=CC4=CC=CC=N4. Cell line: SF-539. Synergy scores: CSS=19.2, Synergy_ZIP=-0.510, Synergy_Bliss=3.53, Synergy_Loewe=4.53, Synergy_HSA=5.79. (4) Drug 1: CS(=O)(=O)CCNCC1=CC=C(O1)C2=CC3=C(C=C2)N=CN=C3NC4=CC(=C(C=C4)OCC5=CC(=CC=C5)F)Cl. Drug 2: CCN(CC)CCNC(=O)C1=C(NC(=C1C)C=C2C3=C(C=CC(=C3)F)NC2=O)C. Cell line: TK-10. Synergy scores: CSS=29.7, Synergy_ZIP=-9.22, Synergy_Bliss=-1.21, Synergy_Loewe=-1.01, Synergy_HSA=-0.923.